From a dataset of Full USPTO retrosynthesis dataset with 1.9M reactions from patents (1976-2016). Predict the reactants needed to synthesize the given product. (1) Given the product [OH:4][CH2:3][CH:2]([NH:1][C:8](=[O:9])[O:10][CH2:11][CH2:12][CH2:13][CH3:14])[CH2:5][OH:6], predict the reactants needed to synthesize it. The reactants are: [NH2:1][CH:2]([CH2:5][OH:6])[CH2:3][OH:4].Cl[C:8]([O:10][CH2:11][CH2:12][CH2:13][CH3:14])=[O:9]. (2) Given the product [Br:11][C:12]1[CH:18]=[CH:17][CH:16]=[CH:15][C:13]=1[NH:14][CH:5]=[O:7], predict the reactants needed to synthesize it. The reactants are: C(O[C:5](=[O:7])C)(=O)C.C(O)=O.[Br:11][C:12]1[CH:18]=[CH:17][CH:16]=[CH:15][C:13]=1[NH2:14]. (3) Given the product [F:1][C:2]1[CH:3]=[CH:4][C:5]([N:8]2[C:13](=[O:14])[CH:12]=[CH:11][N:10]=[C:9]2[CH:15]([N:17]([CH3:18])[C:28]([NH:27][C:23]2[CH:24]=[CH:25][CH:26]=[C:21]([C:20]([F:30])([F:31])[F:19])[CH:22]=2)=[O:29])[CH3:16])=[CH:6][CH:7]=1, predict the reactants needed to synthesize it. The reactants are: [F:1][C:2]1[CH:7]=[CH:6][C:5]([N:8]2[C:13](=[O:14])[CH:12]=[CH:11][N:10]=[C:9]2[CH:15]([NH:17][CH3:18])[CH3:16])=[CH:4][CH:3]=1.[F:19][C:20]([F:31])([F:30])[C:21]1[CH:22]=[C:23]([N:27]=[C:28]=[O:29])[CH:24]=[CH:25][CH:26]=1.